From a dataset of Reaction yield outcomes from USPTO patents with 853,638 reactions. Predict the reaction yield, written as a fraction of the theoretical maximum amount of product (1.0 means a 100% yield; for example, 0.34 means a 34% yield). (1) The product is [C:1]([O:4][CH2:5][C:6]1[N:11]([C:12]2[CH:13]=[C:14]([CH:19]=[CH:20][CH:21]=2)[C:15]([O:17][CH3:18])=[O:16])[C:10](=[O:22])[C:9]([Br:23])=[C:8]([O:24][CH2:34][C:33]2[CH:36]=[CH:37][C:38]([F:40])=[CH:39][C:32]=2[F:31])[CH:7]=1)(=[O:3])[CH3:2]. The catalyst is CN(C)C=O.C(OCC)C. The yield is 0.800. The reactants are [C:1]([O:4][CH2:5][C:6]1[N:11]([C:12]2[CH:13]=[C:14]([CH:19]=[CH:20][CH:21]=2)[C:15]([O:17][CH3:18])=[O:16])[C:10](=[O:22])[C:9]([Br:23])=[C:8]([OH:24])[CH:7]=1)(=[O:3])[CH3:2].C([O-])([O-])=O.[K+].[K+].[F:31][C:32]1[CH:39]=[C:38]([F:40])[CH:37]=[CH:36][C:33]=1[CH2:34]Br. (2) The reactants are [NH2:1][C:2]1[CH:17]=[CH:16][C:5]([O:6][CH2:7][CH2:8][N:9]2[CH2:14][CH2:13][CH:12]([OH:15])[CH2:11][CH2:10]2)=[C:4]([C:18]2[N:19]([CH3:24])[N:20]=[CH:21][C:22]=2[Br:23])[CH:3]=1.[C:25](O[C:25](=[O:30])[CH2:26][CH2:27][CH2:28][CH3:29])(=[O:30])[CH2:26][CH2:27][CH2:28][CH3:29].C(N(CC)CC)C. The catalyst is CN(C=O)C. The product is [Br:23][C:22]1[CH:21]=[N:20][N:19]([CH3:24])[C:18]=1[C:4]1[CH:3]=[C:2]([NH:1][C:25](=[O:30])[CH2:26][CH2:27][CH2:28][CH3:29])[CH:17]=[CH:16][C:5]=1[O:6][CH2:7][CH2:8][N:9]1[CH2:10][CH2:11][CH:12]([OH:15])[CH2:13][CH2:14]1. The yield is 0.450. (3) The yield is 0.560. The catalyst is ClCCCl.CN(C)C1C=CN=CC=1. The product is [C:1]([O:9][C@H:10]1[C@H:14]([CH2:15][O:16][C:17](=[O:24])[C:18]2[CH:23]=[CH:22][CH:21]=[CH:20][CH:19]=2)[O:13][C@H:12]([N:25]2[CH:32]=[CH:31][C:29](=[O:30])[NH:28][C:26]2=[O:27])[CH2:11]1)(=[O:8])[C:2]1[CH:3]=[CH:4][CH:5]=[CH:6][CH:7]=1. The reactants are [C:1]([O:9][C@H:10]1[C@H:14]([CH2:15][O:16][C:17](=[O:24])[C:18]2[CH:23]=[CH:22][CH:21]=[CH:20][CH:19]=2)[O:13][C@H:12]([N:25]2[CH:32]=[CH:31][C:29](=[O:30])[NH:28][C:26]2=[O:27])[C@@H:11]1O)(=[O:8])[C:2]1[CH:7]=[CH:6][CH:5]=[CH:4][CH:3]=1.O(C(Cl)=S)C1C=CC=CC=1. (4) The reactants are [F:1][C:2]([F:24])([F:23])[O:3][C:4]1[CH:9]=[CH:8][C:7]([N:10]2[CH:14]=[N:13][C:12]([C:15]3[CH:20]=[CH:19][C:18]([CH:21]=[CH2:22])=[CH:17][CH:16]=3)=[N:11]2)=[CH:6][CH:5]=1.C12BC(CCC1)CCC2.[OH-:34].[Na+].OO. The catalyst is O1CCCC1.O. The product is [F:24][C:2]([F:1])([F:23])[O:3][C:4]1[CH:9]=[CH:8][C:7]([N:10]2[CH:14]=[N:13][C:12]([C:15]3[CH:20]=[CH:19][C:18]([CH2:21][CH2:22][OH:34])=[CH:17][CH:16]=3)=[N:11]2)=[CH:6][CH:5]=1. The yield is 0.690. (5) The reactants are [NH:1]1[CH:5]=[C:4]([C:6]2[CH:7]=[C:8]([NH:12][C:13](=O)[C:14]3[CH:19]=[CH:18][CH:17]=[CH:16][CH:15]=3)[CH:9]=[CH:10][CH:11]=2)[N:3]=[N:2]1.[H-].[Al+3].[Li+].[H-].[H-].[H-].O.[O-]S([O-])(=O)=O.[Na+].[Na+]. The catalyst is C1COCC1.O1CCOCC1. The product is [CH2:13]([NH:12][C:8]1[CH:9]=[CH:10][CH:11]=[C:6]([C:4]2[N:3]=[N:2][NH:1][CH:5]=2)[CH:7]=1)[C:14]1[CH:15]=[CH:16][CH:17]=[CH:18][CH:19]=1. The yield is 0.600. (6) The reactants are [C:1]1([N:7]2[CH:11]=[CH:10][N:9]=[C:8]2[CH2:12]O)[CH:6]=[CH:5][CH:4]=[CH:3][CH:2]=1.O=S(Cl)[Cl:16]. No catalyst specified. The product is [ClH:16].[Cl:16][CH2:12][C:8]1[N:7]([C:1]2[CH:6]=[CH:5][CH:4]=[CH:3][CH:2]=2)[CH:11]=[CH:10][N:9]=1. The yield is 0.740. (7) The reactants are [NH2:1][C:2]1[C:3]2[N:4]([C:11]([CH3:15])=[C:12]([CH3:14])[N:13]=2)[CH:5]=[C:6]([C:8]([NH2:10])=[O:9])[CH:7]=1.[CH2:16]([C:18]1[CH:25]=[CH:24][CH:23]=[C:22]([CH3:26])[C:19]=1[CH2:20]Cl)[CH3:17].C(=O)([O-])[O-].[K+].[K+].[I-].[K+]. The catalyst is CO.C(Cl)Cl.CC(C)=O. The product is [CH3:14][C:12]1[N:13]=[C:3]2[C:2]([NH:1][CH2:20][C:19]3[C:22]([CH3:26])=[CH:23][CH:24]=[CH:25][C:18]=3[CH2:16][CH3:17])=[CH:7][C:6]([C:8]([NH2:10])=[O:9])=[CH:5][N:4]2[C:11]=1[CH3:15]. The yield is 0.500.